Task: Predict the reactants needed to synthesize the given product.. Dataset: Full USPTO retrosynthesis dataset with 1.9M reactions from patents (1976-2016) (1) Given the product [OH:2][C:3]1[CH:12]=[C:11]2[C:6]([CH:7]=[C:8]([C:13]([OH:15])=[O:14])[CH:9]=[N:10]2)=[CH:5][CH:4]=1, predict the reactants needed to synthesize it. The reactants are: C[O:2][C:3]1[CH:12]=[C:11]2[C:6]([CH:7]=[C:8]([C:13]([O:15]CC)=[O:14])[CH:9]=[N:10]2)=[CH:5][CH:4]=1.Br. (2) Given the product [CH3:1][O:2][C:3]1[C:4](=[O:6])[N:10]([C:11]2[CH:12]=[C:13]([NH:25][C:26](=[O:32])[O:27][C:28]([CH3:31])([CH3:30])[CH3:29])[CH:14]=[C:15]([N:17]3[C:21](=[O:22])[CH:20]=[C:19]([CH3:23])[C:18]3=[O:24])[CH:16]=2)[C:7](=[O:9])[CH:8]=1, predict the reactants needed to synthesize it. The reactants are: [CH3:1][O:2][C:3]1[C:4]([O:6][C:7](=[O:9])[CH:8]=1)=O.[NH2:10][C:11]1[CH:12]=[C:13]([NH:25][C:26](=[O:32])[O:27][C:28]([CH3:31])([CH3:30])[CH3:29])[CH:14]=[C:15]([N:17]2[C:21](=[O:22])[CH:20]=[C:19]([CH3:23])[C:18]2=[O:24])[CH:16]=1.C(N)(=O)/C=C\C(N)=O.C[Si](N[Si](C)(C)C)(C)C. (3) Given the product [Cl:1][C:2]1[CH:3]=[CH:4][C:5]([OH:11])=[C:6]([CH:10]=1)[C:7]([NH:15][C:14]1[CH:16]=[CH:17][C:18]([CH3:20])=[CH:19][C:13]=1[Cl:12])=[O:9], predict the reactants needed to synthesize it. The reactants are: [Cl:1][C:2]1[CH:3]=[CH:4][C:5]([OH:11])=[C:6]([CH:10]=1)[C:7]([OH:9])=O.[Cl:12][C:13]1[CH:19]=[C:18]([CH3:20])[CH:17]=[CH:16][C:14]=1[NH2:15]. (4) Given the product [CH2:1]([N:8]1[C@H:14]([CH2:17][CH2:18][OH:19])[CH2:15][O:16][CH:10]([CH3:11])[C:9]1=[O:13])[C:2]1[CH:7]=[CH:6][CH:5]=[CH:4][CH:3]=1, predict the reactants needed to synthesize it. The reactants are: [CH2:1]([N:8]([C@H:14]([CH2:17][CH2:18][OH:19])[CH2:15][OH:16])[C:9](=[O:13])[CH:10](Cl)[CH3:11])[C:2]1[CH:7]=[CH:6][CH:5]=[CH:4][CH:3]=1.CC(C)([O-])C.[K+].